This data is from Forward reaction prediction with 1.9M reactions from USPTO patents (1976-2016). The task is: Predict the product of the given reaction. Given the reactants [C:1](Cl)([CH3:3])=[O:2].[F:5][C:6]1[CH:11]=[CH:10][C:9]([C:12]2[O:29][C:15]3[CH:16]=[C:17]([CH:24]4[CH2:28][CH2:27][CH2:26][NH:25]4)[C:18]4[O:22][CH:21]([CH3:23])[CH2:20][C:19]=4[C:14]=3[C:13]=2[C:30]([NH:32][CH3:33])=[O:31])=[CH:8][CH:7]=1.N1C=CC=CC=1, predict the reaction product. The product is: [C:1]([N:25]1[CH2:26][CH2:27][CH2:28][CH:24]1[C:17]1[C:18]2[O:22][CH:21]([CH3:23])[CH2:20][C:19]=2[C:14]2[C:13]([C:30]([NH:32][CH3:33])=[O:31])=[C:12]([C:9]3[CH:10]=[CH:11][C:6]([F:5])=[CH:7][CH:8]=3)[O:29][C:15]=2[CH:16]=1)(=[O:2])[CH3:3].